From a dataset of Reaction yield outcomes from USPTO patents with 853,638 reactions. Predict the reaction yield, written as a fraction of the theoretical maximum amount of product (1.0 means a 100% yield; for example, 0.34 means a 34% yield). The reactants are Cl.[NH2:2][C:3]1[CH:4]=[CH:5][C:6]([CH3:22])=[C:7]([NH:9][C:10]([C:12]2[CH:13]=[C:14]3[C:19](=[CH:20][CH:21]=2)[N:18]=[CH:17][CH:16]=[N:15]3)=[O:11])[CH:8]=1.[CH3:23][S:24][C:25]1[CH:26]=[C:27]([CH:31]=[CH:32][CH:33]=1)[C:28](O)=[O:29].CN(C(ON1N=NC2C=CC=NC1=2)=[N+](C)C)C.F[P-](F)(F)(F)(F)F.CCN(C(C)C)C(C)C. The catalyst is O.CN(C=O)C. The product is [CH3:22][C:6]1[CH:5]=[CH:4][C:3]([NH:2][C:28](=[O:29])[C:27]2[CH:31]=[CH:32][CH:33]=[C:25]([S:24][CH3:23])[CH:26]=2)=[CH:8][C:7]=1[NH:9][C:10]([C:12]1[CH:13]=[C:14]2[C:19](=[CH:20][CH:21]=1)[N:18]=[CH:17][CH:16]=[N:15]2)=[O:11]. The yield is 0.730.